Dataset: Full USPTO retrosynthesis dataset with 1.9M reactions from patents (1976-2016). Task: Predict the reactants needed to synthesize the given product. (1) Given the product [C:23]([C:7]1[C:8]2[C:13](=[CH:12][CH:11]=[C:10]([O:16][C:17]3[CH:18]=[CH:19][CH:20]=[CH:21][CH:22]=3)[CH:9]=2)[C:14]([OH:15])=[C:5]([C:3]([NH:25][C@H:26]2[CH2:31][CH2:30][C@H:29]([C:32]([OH:34])=[O:33])[CH2:28][CH2:27]2)=[O:4])[N:6]=1)#[N:24], predict the reactants needed to synthesize it. The reactants are: CO[C:3]([C:5]1[N:6]=[C:7]([C:23]#[N:24])[C:8]2[C:13]([C:14]=1[OH:15])=[CH:12][CH:11]=[C:10]([O:16][C:17]1[CH:22]=[CH:21][CH:20]=[CH:19][CH:18]=1)[CH:9]=2)=[O:4].[NH2:25][C@H:26]1[CH2:31][CH2:30][C@H:29]([C:32]([OH:34])=[O:33])[CH2:28][CH2:27]1.C[O-].[Na+]. (2) The reactants are: [F:1][C:2]([F:14])([F:13])[S:3]([C:6]1[CH:7]=[C:8](N)[CH:9]=[CH:10][CH:11]=1)(=[O:5])=[O:4].[ClH:15].N([O-])=O.[Na+].[S:20](=[O:22])=[O:21]. Given the product [F:1][C:2]([F:14])([F:13])[S:3]([C:6]1[CH:7]=[C:8]([S:20]([Cl:15])(=[O:22])=[O:21])[CH:9]=[CH:10][CH:11]=1)(=[O:5])=[O:4], predict the reactants needed to synthesize it. (3) Given the product [CH2:1]([S:5][C:6]1[N:11]=[C:10]([N:20]2[C:21]3[C:17](=[C:16]([N+:13]([O-:15])=[O:14])[CH:24]=[CH:23][CH:22]=3)[CH:18]=[N:19]2)[CH:9]=[CH:8][N:7]=1)[CH2:2][CH2:3][CH3:4], predict the reactants needed to synthesize it. The reactants are: [CH2:1]([S:5][C:6]1[N:11]=[C:10](Cl)[CH:9]=[CH:8][N:7]=1)[CH2:2][CH2:3][CH3:4].[N+:13]([C:16]1[CH:24]=[CH:23][CH:22]=[C:21]2[C:17]=1[CH:18]=[N:19][NH:20]2)([O-:15])=[O:14].[H-].[Na+].CN1C(=O)CCC1. (4) Given the product [Cl:1][C:2]1[CH:9]=[C:8]([N:10]([C@H:11]2[CH2:15][CH2:14][N:13]([S:26]([CH2:24][CH3:25])(=[O:28])=[O:27])[CH2:12]2)[CH2:16][C:17]2[CH:22]=[CH:21][CH:20]=[CH:19][C:18]=2[F:23])[CH:7]=[CH:6][C:3]=1[C:4]#[N:5], predict the reactants needed to synthesize it. The reactants are: [Cl:1][C:2]1[CH:9]=[C:8]([N:10]([CH2:16][C:17]2[CH:22]=[CH:21][CH:20]=[CH:19][C:18]=2[F:23])[C@H:11]2[CH2:15][CH2:14][NH:13][CH2:12]2)[CH:7]=[CH:6][C:3]=1[C:4]#[N:5].[CH2:24]([S:26](Cl)(=[O:28])=[O:27])[CH3:25]. (5) Given the product [C:19]1([C:18]([C:25]2[CH:26]=[CH:27][CH:28]=[CH:29][CH:30]=2)([C:31]2[CH:32]=[CH:33][CH:34]=[CH:35][CH:36]=2)[N:1]2[CH:5]=[N:4][C:3]([S:6][CH2:7][CH2:8][O:9][C:10]3[CH:15]=[C:14]([C:16]#[N:17])[CH:13]=[CH:12][N:11]=3)=[N:2]2)[CH:20]=[CH:21][CH:22]=[CH:23][CH:24]=1, predict the reactants needed to synthesize it. The reactants are: [NH:1]1[CH:5]=[N:4][C:3]([S:6][CH2:7][CH2:8][O:9][C:10]2[CH:15]=[C:14]([C:16]#[N:17])[CH:13]=[CH:12][N:11]=2)=[N:2]1.[C:18](Cl)([C:31]1[CH:36]=[CH:35][CH:34]=[CH:33][CH:32]=1)([C:25]1[CH:30]=[CH:29][CH:28]=[CH:27][CH:26]=1)[C:19]1[CH:24]=[CH:23][CH:22]=[CH:21][CH:20]=1.C(N(CC)CC)C. (6) Given the product [O:12]1[C:17]2[CH:18]=[CH:19][CH:20]=[C:21]([N:22]3[CH2:27][CH2:26][N:25]([C:1]([CH2:2][S:42][C:37]4[CH:38]=[CH:39][C:40]([Cl:41])=[C:35]([Cl:34])[CH:36]=4)=[O:6])[CH2:24][CH2:23]3)[C:16]=2[O:15][CH2:14][CH2:13]1, predict the reactants needed to synthesize it. The reactants are: [C:1]([O-:6])(=O)[C:2]([O-])=O.ClCC(Cl)=O.[O:12]1[C:17]2[CH:18]=[CH:19][CH:20]=[C:21]([N:22]3[CH2:27][CH2:26][NH:25][CH2:24][CH2:23]3)[C:16]=2[O:15][CH2:14][CH2:13]1.C(=O)([O-])[O-].[K+].[K+].[Cl:34][C:35]1[CH:36]=[C:37]([SH:42])[CH:38]=[CH:39][C:40]=1[Cl:41].CC(C)([O-])C.[K+].